From a dataset of Forward reaction prediction with 1.9M reactions from USPTO patents (1976-2016). Predict the product of the given reaction. (1) Given the reactants [OH:1][C:2]1[CH:9]=[C:8]([CH2:10][OH:11])[CH:7]=[CH:6][C:3]=1[CH:4]=O.[CH3:12][C:13]1[CH:14]=[CH:15][C:16]2[N:17]([CH:19]=[C:20]([CH2:22][C:23](OCC)=[O:24])[N:21]=2)[CH:18]=1.N1CCCCC1.C(O)(=O)C, predict the reaction product. The product is: [OH:11][CH2:10][C:8]1[CH:9]=[C:2]2[C:3]([CH:4]=[C:22]([C:20]3[N:21]=[C:16]4[CH:15]=[CH:14][C:13]([CH3:12])=[CH:18][N:17]4[CH:19]=3)[C:23](=[O:24])[O:1]2)=[CH:6][CH:7]=1. (2) Given the reactants C(C1C=CC=CC=1N[C@@H](CC1C=CC(C2C=CC=C(N(C)C(NCCCCCCC)=O)C=2)=CC=1)C(O)=O)(=O)C1C=CC=CC=1.[C:45]([C:53]1[CH:58]=[CH:57][CH:56]=[CH:55][C:54]=1[NH:59][C@@H:60]([CH2:66][C:67]1[CH:72]=[CH:71][C:70]([C:73]2[CH:78]=[CH:77][CH:76]=[C:75]([N:79]([CH3:92])[C:80]([NH:82][C:83]3[CH:88]=[CH:87][C:86]([N:89]([CH3:91])[CH3:90])=[CH:85][CH:84]=3)=[O:81])[CH:74]=2)=[CH:69][CH:68]=1)[C:61]([O:63]CC)=[O:62])(=[O:52])[C:46]1[CH:51]=[CH:50][CH:49]=[CH:48][CH:47]=1.[OH-].[Li+], predict the reaction product. The product is: [C:45]([C:53]1[CH:58]=[CH:57][CH:56]=[CH:55][C:54]=1[NH:59][C@@H:60]([CH2:66][C:67]1[CH:72]=[CH:71][C:70]([C:73]2[CH:78]=[CH:77][CH:76]=[C:75]([N:79]([CH3:92])[C:80]([NH:82][C:83]3[CH:84]=[CH:85][C:86]([N:89]([CH3:91])[CH3:90])=[CH:87][CH:88]=3)=[O:81])[CH:74]=2)=[CH:69][CH:68]=1)[C:61]([OH:63])=[O:62])(=[O:52])[C:46]1[CH:51]=[CH:50][CH:49]=[CH:48][CH:47]=1. (3) Given the reactants [CH3:1][O:2][C:3](=[O:44])[CH2:4][C@H:5]([OH:43])[CH2:6][C:7](=[O:42])[CH:8]=[CH:9][C:10]1[N:11]([CH:39]([CH3:41])[CH3:40])[C:12]([C:29](=[O:38])[NH:30][C:31]2[CH:36]=[CH:35][C:34]([F:37])=[CH:33][CH:32]=2)=[C:13]([C:22]2[CH:27]=[CH:26][C:25]([F:28])=[CH:24][CH:23]=2)[C:14]=1[C:15]1[CH:20]=[CH:19][C:18]([F:21])=[CH:17][CH:16]=1.C([SiH](CC)OC)C.[BH4-].[Na+], predict the reaction product. The product is: [CH3:1][O:2][C:3](=[O:44])[CH2:4][C@H:5]([OH:43])[CH2:6][C@H:7]([OH:42])[CH:8]=[CH:9][C:10]1[N:11]([CH:39]([CH3:40])[CH3:41])[C:12]([C:29](=[O:38])[NH:30][C:31]2[CH:32]=[CH:33][C:34]([F:37])=[CH:35][CH:36]=2)=[C:13]([C:22]2[CH:27]=[CH:26][C:25]([F:28])=[CH:24][CH:23]=2)[C:14]=1[C:15]1[CH:16]=[CH:17][C:18]([F:21])=[CH:19][CH:20]=1.